This data is from NCI-60 drug combinations with 297,098 pairs across 59 cell lines. The task is: Regression. Given two drug SMILES strings and cell line genomic features, predict the synergy score measuring deviation from expected non-interaction effect. Drug 1: C1CC(=O)NC(=O)C1N2C(=O)C3=CC=CC=C3C2=O. Drug 2: COCCOC1=C(C=C2C(=C1)C(=NC=N2)NC3=CC=CC(=C3)C#C)OCCOC.Cl. Cell line: NCI-H322M. Synergy scores: CSS=33.8, Synergy_ZIP=6.85, Synergy_Bliss=4.55, Synergy_Loewe=-16.1, Synergy_HSA=5.65.